From a dataset of Catalyst prediction with 721,799 reactions and 888 catalyst types from USPTO. Predict which catalyst facilitates the given reaction. (1) Reactant: [CH3:1][N:2]1[C:6]([C:7]([NH:9][C:10]2[CH:11]=[C:12]([C:16]#[C:17][C:18]3[CH:19]=[N:20][CH:21]=[C:22]([CH:26]=3)[C:23](O)=[O:24])[CH:13]=[CH:14][CH:15]=2)=[O:8])=[CH:5][C:4]([CH3:27])=[N:3]1.[CH3:28][S:29]([C:32]1[CH:37]=[CH:36][C:35]([CH2:38][CH2:39][C:40]([O:42][CH3:43])=[O:41])=[CH:34][CH:33]=1)(=[NH:31])=[O:30].F[P-](F)(F)(F)(F)F.N1(O[P+](N(C)C)(N(C)C)N(C)C)C2C=CC=CC=2N=N1.CCN(C(C)C)C(C)C. Product: [CH3:1][N:2]1[C:6]([C:7]([NH:9][C:10]2[CH:11]=[C:12]([C:16]#[C:17][C:18]3[CH:26]=[C:22]([C:23]([N:31]=[S:29]([C:32]4[CH:33]=[CH:34][C:35]([CH2:38][CH2:39][C:40]([O:42][CH3:43])=[O:41])=[CH:36][CH:37]=4)([CH3:28])=[O:30])=[O:24])[CH:21]=[N:20][CH:19]=3)[CH:13]=[CH:14][CH:15]=2)=[O:8])=[CH:5][C:4]([CH3:27])=[N:3]1. The catalyst class is: 31. (2) Reactant: [CH2:1]([N:8]([CH2:19][C:20]1[CH:25]=[CH:24][C:23]([N+:26]([O-])=O)=[CH:22][CH:21]=1)[CH2:9][C:10]1[CH:15]=[CH:14][C:13]([N+:16]([O-])=O)=[CH:12][CH:11]=1)[C:2]1[CH:7]=[CH:6][CH:5]=[CH:4][CH:3]=1.[Cl-].[Ca+2].[Cl-]. Product: [NH2:16][C:13]1[CH:14]=[CH:15][C:10]([CH2:9][N:8]([CH2:19][C:20]2[CH:21]=[CH:22][C:23]([NH2:26])=[CH:24][CH:25]=2)[CH2:1][C:2]2[CH:7]=[CH:6][CH:5]=[CH:4][CH:3]=2)=[CH:11][CH:12]=1. The catalyst class is: 490. (3) Product: [OH:4][CH2:5][CH2:6][C:7]1[CH:8]=[CH:9][CH:10]=[C:11]2[C:15]=1[NH:14][CH:13]=[C:12]2[C:16](=[O:33])[CH:17]([NH:24][C:25]1[CH:26]=[N:27][CH:28]=[C:29]([O:31][CH3:32])[CH:30]=1)[C:18]1[CH:19]=[CH:20][CH:21]=[CH:22][CH:23]=1. The catalyst class is: 36. Reactant: C([O:4][CH2:5][CH2:6][C:7]1[CH:8]=[CH:9][CH:10]=[C:11]2[C:15]=1[NH:14][CH:13]=[C:12]2[C:16](=[O:33])[CH:17]([NH:24][C:25]1[CH:26]=[N:27][CH:28]=[C:29]([O:31][CH3:32])[CH:30]=1)[C:18]1[CH:23]=[CH:22][CH:21]=[CH:20][CH:19]=1)(=O)C.C(=O)([O-])[O-].[K+].[K+]. (4) Reactant: Cl.[C:2]1([C:8]2[CH:9]=[C:10]3[C:14](=[C:15]([C:17]([NH2:19])=[O:18])[CH:16]=2)[NH:13][N:12]=[C:11]3[CH:20]2[CH2:25][CH2:24][NH:23][CH2:22][CH2:21]2)[CH:7]=[CH:6][CH:5]=[CH:4][CH:3]=1.C(N(C(C)C)CC)(C)C.[C:35]([NH:38][C:39]1[CH:44]=[CH:43][C:42]([S:45](Cl)(=[O:47])=[O:46])=[CH:41][CH:40]=1)(=[O:37])[CH3:36]. Product: [C:35]([NH:38][C:39]1[CH:40]=[CH:41][C:42]([S:45]([N:23]2[CH2:24][CH2:25][CH:20]([C:11]3[C:10]4[C:14](=[C:15]([C:17]([NH2:19])=[O:18])[CH:16]=[C:8]([C:2]5[CH:3]=[CH:4][CH:5]=[CH:6][CH:7]=5)[CH:9]=4)[NH:13][N:12]=3)[CH2:21][CH2:22]2)(=[O:47])=[O:46])=[CH:43][CH:44]=1)(=[O:37])[CH3:36]. The catalyst class is: 142. (5) Reactant: [NH2:1][C:2]1[CH:7]=[C:6]([N+:8]([O-:10])=[O:9])[CH:5]=[CH:4][C:3]=1[OH:11].N1C=CC=CC=1.[C:18](Cl)(=[O:22])[CH2:19][CH2:20][CH3:21]. Product: [OH:11][C:3]1[CH:4]=[CH:5][C:6]([N+:8]([O-:10])=[O:9])=[CH:7][C:2]=1[NH:1][C:18](=[O:22])[CH2:19][CH2:20][CH3:21]. The catalyst class is: 4. (6) The catalyst class is: 192. Reactant: [CH3:1][N:2]([CH3:16])[N:3]=[CH:4][C:5]1[CH:13]=[CH:12][CH:11]=[C:10]2[C:6]=1[C:7](=[O:15])O[C:9]2=[O:14].Cl.[NH2:18][CH:19]1[CH2:25][CH2:24][C:23](=[O:26])[NH:22][C:20]1=[O:21].N1C=CN=C1.C(O)(=O)C. Product: [CH3:16][N:2]([CH3:1])[N:3]=[CH:4][C:5]1[CH:13]=[CH:12][CH:11]=[C:10]2[C:6]=1[C:7](=[O:15])[N:18]([CH:19]1[CH2:25][CH2:24][C:23](=[O:26])[NH:22][C:20]1=[O:21])[C:9]2=[O:14]. (7) Reactant: [Br:1][C:2]1[C:3]([Cl:10])=[CH:4][C:5]([I:9])=[C:6]([NH2:8])[CH:7]=1.CCN(CC)CC.[CH3:18][S:19](Cl)(=[O:21])=[O:20]. Product: [Br:1][C:2]1[C:3]([Cl:10])=[CH:4][C:5]([I:9])=[C:6]([NH:8][S:19]([CH3:18])(=[O:21])=[O:20])[CH:7]=1. The catalyst class is: 4.